This data is from Reaction yield outcomes from USPTO patents with 853,638 reactions. The task is: Predict the reaction yield, written as a fraction of the theoretical maximum amount of product (1.0 means a 100% yield; for example, 0.34 means a 34% yield). (1) The reactants are [CH3:1][C@@H:2]1[CH2:7][C:6]([C:8]([O:10]C)=O)=[CH:5][CH2:4][N:3]1[C:12]([O:14][CH2:15][CH:16]=[CH2:17])=[O:13].Br[CH2:19][Cl:20].C([Li])CCC.P([O-])([O-])([O-])=O. The catalyst is C1COCC1.CCCCCC.C(OCC)(=O)C. The product is [Cl:20][CH2:19][C:8]([C:6]1[CH2:7][C@@H:2]([CH3:1])[N:3]([C:12]([O:14][CH2:15][CH:16]=[CH2:17])=[O:13])[CH2:4][CH:5]=1)=[O:10]. The yield is 0.800. (2) The reactants are N(C([O-])=O)=NC([O-])=O.[CH3:9][NH:10][C:11]1[N:16]=[C:15]([CH2:17][CH2:18][OH:19])[CH:14]=[CH:13][CH:12]=1.O[C:21]1[CH:22]=[C:23]2[C:27](=[CH:28][CH:29]=1)[NH:26][C:25]([CH2:30][CH2:31][C:32]([O:34][CH3:35])=[O:33])=[CH:24]2.C1(P(C2C=CC=CC=2)C2C=CC=CC=2)C=CC=CC=1. The catalyst is O1CCCC1. The yield is 0.150. The product is [CH3:9][NH:10][C:11]1[N:16]=[C:15]([CH2:17][CH2:18][O:19][C:21]2[CH:22]=[C:23]3[C:27](=[CH:28][CH:29]=2)[NH:26][C:25]([CH2:30][CH2:31][C:32]([O:34][CH3:35])=[O:33])=[CH:24]3)[CH:14]=[CH:13][CH:12]=1. (3) The reactants are [Br:1][C:2]1[CH:14]=[CH:13][C:5]([CH2:6][C:7]2([C:11]#N)[CH2:10][CH2:9][CH2:8]2)=[C:4](I)[CH:3]=1.C([Li])(C)(C)C.C1C[O:24]CC1. No catalyst specified. The product is [Br:1][C:2]1[CH:14]=[C:13]2[C:5]([CH2:6][C:7]3([CH2:10][CH2:9][CH2:8]3)[C:11]2=[O:24])=[CH:4][CH:3]=1. The yield is 0.630. (4) The reactants are [CH3:1][O:2][C:3]1[CH:4]=[C:5]2[C:10](=[CH:11][C:12]=1[O:13][CH3:14])[N:9]=[CH:8][C:7]([C:15]([NH2:17])=[O:16])=[C:6]2[NH:18][C:19]1[CH:24]=[CH:23][C:22]([C:25](OC)=[O:26])=[CH:21][C:20]=1[CH3:29].[BH4-].[Li+].O.C(O)(=O)C. The catalyst is O1CCCC1. The product is [OH:26][CH2:25][C:22]1[CH:23]=[CH:24][C:19]([NH:18][C:6]2[C:5]3[C:10](=[CH:11][C:12]([O:13][CH3:14])=[C:3]([O:2][CH3:1])[CH:4]=3)[N:9]=[CH:8][C:7]=2[C:15]([NH2:17])=[O:16])=[C:20]([CH3:29])[CH:21]=1. The yield is 0.430. (5) The yield is 0.300. The catalyst is C1C=CC(/C=C/C(/C=C/C2C=CC=CC=2)=O)=CC=1.C1C=CC(/C=C/C(/C=C/C2C=CC=CC=2)=O)=CC=1.C1C=CC(/C=C/C(/C=C/C2C=CC=CC=2)=O)=CC=1.[Pd].[Pd]. The product is [Br:8][C:4]1[CH:3]=[C:2]([N:17]2[CH2:18][CH:15]([O:14][C:13]3[CH:12]=[CH:11][C:10]([F:9])=[CH:20][CH:19]=3)[CH2:16]2)[CH:7]=[CH:6][CH:5]=1. The reactants are Br[C:2]1[CH:7]=[CH:6][CH:5]=[C:4]([Br:8])[CH:3]=1.[F:9][C:10]1[CH:20]=[CH:19][C:13]([O:14][CH:15]2[CH2:18][NH:17][CH2:16]2)=[CH:12][CH:11]=1.C1(C)C=CC=CC=1.C(=O)([O-])[O-].[Cs+].[Cs+].C1C=CC(P(C2C(C3C(P(C4C=CC=CC=4)C4C=CC=CC=4)=CC=C4C=3C=CC=C4)=C3C(C=CC=C3)=CC=2)C2C=CC=CC=2)=CC=1. (6) The yield is 0.950. The product is [CH2:7]([O:14][CH2:15][C@H:16]([O:19][C:1](=[O:5])[CH2:2][CH:25]([CH3:26])[CH3:28])[CH:17]=[CH2:18])[C:8]1[CH:13]=[CH:12][CH:11]=[CH:10][CH:9]=1. The reactants are [C:1](Cl)(=[O:5])[CH:2](C)C.[CH2:7]([O:14][CH2:15][C@H:16]([OH:19])[CH:17]=[CH2:18])[C:8]1[CH:13]=[CH:12][CH:11]=[CH:10][CH:9]=1.C(N([CH2:25][CH3:26])CC)C.O.[CH2:28](Cl)Cl. No catalyst specified. (7) The reactants are [CH2:1]([N:3]1[C:12]2[C:7](=[CH:8][C:9]([F:15])=[C:10](F)[C:11]=2F)[C:6](=[O:16])[C:5]([C:17]([O:19]CC)=[O:18])=[CH:4]1)[CH3:2].[OH-:22].[K+].[CH3:24][O:25][C:26]1[CH:33]=[CH:32][C:29]([CH2:30][OH:31])=[CH:28][CH:27]=1. No catalyst specified. The product is [CH2:1]([N:3]1[C:12]2[C:7](=[CH:8][C:9]([F:15])=[C:10]([O:22][CH2:30][C:29]3[CH:32]=[CH:33][C:26]([O:25][CH3:24])=[CH:27][CH:28]=3)[C:11]=2[O:31][CH2:30][C:29]2[CH:32]=[CH:33][C:26]([O:25][CH3:24])=[CH:27][CH:28]=2)[C:6](=[O:16])[C:5]([C:17]([OH:19])=[O:18])=[CH:4]1)[CH3:2]. The yield is 0.519.